This data is from Retrosynthesis with 50K atom-mapped reactions and 10 reaction types from USPTO. The task is: Predict the reactants needed to synthesize the given product. (1) Given the product O=Cc1ncn2c1CN=C(c1ccccc1Cl)c1cc(Cl)ccc1-2, predict the reactants needed to synthesize it. The reactants are: OCc1ncn2c1CN=C(c1ccccc1Cl)c1cc(Cl)ccc1-2. (2) Given the product CCCCCCOc1cc2c(cc1N(CC)c1ccc(C(=O)OCC)cc1)C(C)=CCC2(C)C, predict the reactants needed to synthesize it. The reactants are: CC=O.CCCCCCOc1cc2c(cc1Nc1ccc(C(=O)OCC)cc1)C(C)=CCC2(C)C. (3) Given the product CCOc1ccc(C(=O)C#N)cc1, predict the reactants needed to synthesize it. The reactants are: CCOc1ccc(C(=O)Cl)cc1.N#C[Cu]. (4) Given the product Cc1cc(CNc2cc(C(F)(F)F)c3ncc(C#N)c(Nc4ccc(F)c(Cl)c4)c3c2)oc1C, predict the reactants needed to synthesize it. The reactants are: Cc1cc(C=O)oc1C.N#Cc1cnc2c(C(F)(F)F)cc(N)cc2c1Nc1ccc(F)c(Cl)c1. (5) Given the product CCc1ccc(N2Cc3cnc(Nc4ccc(F)cc4)nc3N([C@H](C)CO)C2=O)cc1, predict the reactants needed to synthesize it. The reactants are: CCc1ccc(N2Cc3cnc(Nc4ccc(F)cc4)nc3N([C@H](C)CO[Si](C)(C)C(C)(C)C)C2=O)cc1. (6) Given the product CC(C)(C)c1cc(NC(=O)c2ccc(-c3ccc([N+](=O)[O-])cc3)o2)cc(C(C)(C)C)c1O, predict the reactants needed to synthesize it. The reactants are: CC(C)(C)c1cc(N)cc(C(C)(C)C)c1O.O=C(O)c1ccc(-c2ccc([N+](=O)[O-])cc2)o1.